From a dataset of Full USPTO retrosynthesis dataset with 1.9M reactions from patents (1976-2016). Predict the reactants needed to synthesize the given product. (1) Given the product [Cl:10][C:9]1[C:4]([CH2:3][NH:2][C:16](=[O:17])[C:15]2[CH:19]=[CH:20][C:12]([F:11])=[CH:13][CH:14]=2)=[N:5][CH:6]=[CH:7][N:8]=1, predict the reactants needed to synthesize it. The reactants are: Cl.[NH2:2][CH2:3][C:4]1[C:9]([Cl:10])=[N:8][CH:7]=[CH:6][N:5]=1.[F:11][C:12]1[CH:20]=[CH:19][C:15]([C:16](Cl)=[O:17])=[CH:14][CH:13]=1.CCN(C(C)C)C(C)C. (2) Given the product [F:9][C:8]([F:11])([F:10])[C:5]([OH:7])([CH3:6])[CH2:4][C:3]([NH2:14])=[O:2], predict the reactants needed to synthesize it. The reactants are: C[O:2][C:3](=O)[CH2:4][C:5]([C:8]([F:11])([F:10])[F:9])([OH:7])[CH3:6].[OH-].[NH4+:14]. (3) The reactants are: [CH3:1][C@@H:2]([NH:24]C(=O)OC(C)(C)C)[CH2:3][C:4]1[C:12]2[C:7](=[C:8]([O:13][C@@H:14]([CH3:23])[C:15]([N:17]3[CH2:22][CH2:21][O:20][CH2:19][CH2:18]3)=[O:16])[CH:9]=[CH:10][CH:11]=2)[NH:6][CH:5]=1.C(O)(=O)C(O)=O. Given the product [CH3:1][C@@H:2]([NH2:24])[CH2:3][C:4]1[C:12]2[C:7](=[C:8]([O:13][C@@H:14]([CH3:23])[C:15]([N:17]3[CH2:22][CH2:21][O:20][CH2:19][CH2:18]3)=[O:16])[CH:9]=[CH:10][CH:11]=2)[NH:6][CH:5]=1, predict the reactants needed to synthesize it. (4) Given the product [Br:1][C:2]1[CH:3]=[C:4]2[C:9](=[CH:10][CH:11]=1)[N:8]=[CH:7][C:6]([C:12]([CH:14]1[CH2:16][CH2:15]1)=[O:13])=[C:5]2[NH:18][C:19]1[CH:20]=[CH:21][C:22]([N:25]2[CH2:29][CH2:28][CH:27]([NH:30][C:31](=[O:37])[O:32][C:33]([CH3:35])([CH3:34])[CH3:36])[CH2:26]2)=[N:23][CH:24]=1, predict the reactants needed to synthesize it. The reactants are: [Br:1][C:2]1[CH:3]=[C:4]2[C:9](=[CH:10][CH:11]=1)[N:8]=[CH:7][C:6]([C:12]([CH:14]1[CH2:16][CH2:15]1)=[O:13])=[C:5]2Cl.[NH2:18][C:19]1[CH:20]=[CH:21][C:22]([N:25]2[CH2:29][CH2:28][CH:27]([NH:30][C:31](=[O:37])[O:32][C:33]([CH3:36])([CH3:35])[CH3:34])[CH2:26]2)=[N:23][CH:24]=1. (5) Given the product [CH2:13]([N:3]([CH2:1][CH3:2])[CH:4]1[CH2:12][C:11]2[C:6](=[CH:7][CH:8]=[C:9]([N+:22]([O-:24])=[O:23])[CH:10]=2)[CH2:5]1)[CH3:14], predict the reactants needed to synthesize it. The reactants are: [CH2:1]([N:3]([CH2:13][CH3:14])[CH:4]1[CH2:12][C:11]2[C:6](=[CH:7][CH:8]=[CH:9][CH:10]=2)[CH2:5]1)[CH3:2].FC(F)(F)C(O)=O.[N+:22]([O-])([OH:24])=[O:23].N.O. (6) Given the product [C:6]([C:5]1[CH:8]=[CH:9][C:2]([N:1]=[CH:12][N:13]([CH3:15])[CH3:14])=[N:3][CH:4]=1)#[N:7], predict the reactants needed to synthesize it. The reactants are: [NH2:1][C:2]1[CH:9]=[CH:8][C:5]([C:6]#[N:7])=[CH:4][N:3]=1.CO[CH:12](OC)[N:13]([CH3:15])[CH3:14]. (7) Given the product [C:1]([C:5]1[N:6]=[C:7]([N:21]2[CH2:25][CH2:24][C@H:23]([OH:26])[CH2:22]2)[C:8]2[C:9](=[N:11][N:12]([CH2:14][C:15]3[O:55][C:54]([CH3:53])=[N:58][N:16]=3)[N:13]=2)[N:10]=1)([CH3:3])([CH3:2])[CH3:4], predict the reactants needed to synthesize it. The reactants are: [C:1]([C:5]1[N:6]=[C:7]([N:21]2[CH2:25][CH2:24][C@H:23]([OH:26])[CH2:22]2)[C:8]2[C:9](=[N:11][N:12]([CH2:14][C:15]3C(C)=NO[N:16]=3)[N:13]=2)[N:10]=1)([CH3:4])([CH3:3])[CH3:2].C(C1N=C(N2CC[C@H](OC(=O)C(F)(F)F)C2)C2N=NNC=2N=1)(C)(C)C.Cl[CH2:53][C:54]1[O:55]C(C)=N[N:58]=1. (8) The reactants are: [NH2:1][C:2]1[N:7]=[CH:6][N:5]=[C:4]([N:8]2[CH2:13][C@@H:12]3[CH2:14][C@H:9]2[CH2:10][N:11]3C(OC(C)(C)C)=O)[CH:3]=1.[H-].[Na+].Cl[C:25]1[S:26][C:27]([C:30]#[N:31])=[CH:28][N:29]=1. Given the product [C@H:9]12[CH2:14][C@H:12]([NH:11][CH2:10]1)[CH2:13][N:8]2[C:4]1[N:5]=[CH:6][N:7]=[C:2]([NH:1][C:25]2[S:26][C:27]([C:30]#[N:31])=[CH:28][N:29]=2)[CH:3]=1, predict the reactants needed to synthesize it. (9) Given the product [O:20]=[C:19]1[C:17]2[CH:18]=[CH:10][C:11]([C:12]([OH:14])=[O:13])=[CH:15][C:16]=2[S:8][C:3]2[CH:4]=[CH:5][CH:6]=[CH:7][C:2]=2[NH:1]1, predict the reactants needed to synthesize it. The reactants are: [NH2:1][C:2]1[CH:7]=[CH:6][CH:5]=[CH:4][C:3]=1[SH:8].Br[C:10]1[CH:18]=[C:17]([C:19](O)=[O:20])[CH:16]=[CH:15][C:11]=1[C:12]([OH:14])=[O:13].N1C2C(=CC=CC=2)C=CC=1.Cl.